From a dataset of Catalyst prediction with 721,799 reactions and 888 catalyst types from USPTO. Predict which catalyst facilitates the given reaction. (1) Reactant: [OH:1][CH2:2][CH2:3][CH2:4][O:5][CH2:6][CH2:7][O:8][CH2:9][CH2:10][O:11][CH2:12][CH2:13][NH:14][C:15](=[O:21])[O:16][C:17]([CH3:20])([CH3:19])[CH3:18].C(N(CC)CC)C.[CH3:29][C:30]1[CH:35]=[CH:34][C:33]([S:36](Cl)(=[O:38])=[O:37])=[CH:32][CH:31]=1.O. Product: [CH3:29][C:30]1[CH:35]=[CH:34][C:33]([S:36]([O:1][CH2:2][CH2:3][CH2:4][O:5][CH2:6][CH2:7][O:8][CH2:9][CH2:10][O:11][CH2:12][CH2:13][NH:14][C:15](=[O:21])[O:16][C:17]([CH3:18])([CH3:20])[CH3:19])(=[O:38])=[O:37])=[CH:32][CH:31]=1. The catalyst class is: 119. (2) Reactant: [Cl:1][C:2]1[C:3]([OH:12])=[C:4]([C:9](=[O:11])[CH3:10])[CH:5]=[CH:6][C:7]=1[OH:8].[Br:13][CH2:14][C:15]1[CH:20]=[CH:19][C:18]([CH2:21]Br)=[CH:17][CH:16]=1.C(=O)([O-])[O-].[K+].[K+].Cl. Product: [Br:13][CH2:14][C:15]1[CH:20]=[CH:19][C:18]([CH2:21][O:8][C:7]2[CH:6]=[CH:5][C:4]([C:9](=[O:11])[CH3:10])=[C:3]([OH:12])[C:2]=2[Cl:1])=[CH:17][CH:16]=1. The catalyst class is: 21. (3) Reactant: [C:1]([O:7][CH2:8][N:9]1[C:13]2[N:14]=[N:15][CH:16]=[C:17]([C:18]3[CH:19]=[N:20][NH:21][CH:22]=3)[C:12]=2[CH:11]=[CH:10]1)(=[O:6])[C:2]([CH3:5])([CH3:4])[CH3:3].[C:23]([CH:25]=[C:26]1[CH2:29][N:28]([C:30]([O:32][C:33]([CH3:36])([CH3:35])[CH3:34])=[O:31])[CH2:27]1)#[N:24].C1CCN2C(=NCCC2)CC1. Product: [C:23]([CH2:25][C:26]1([N:20]2[CH:19]=[C:18]([C:17]3[C:12]4[CH:11]=[CH:10][N:9]([CH2:8][O:7][C:1](=[O:6])[C:2]([CH3:5])([CH3:4])[CH3:3])[C:13]=4[N:14]=[N:15][CH:16]=3)[CH:22]=[N:21]2)[CH2:29][N:28]([C:30]([O:32][C:33]([CH3:36])([CH3:35])[CH3:34])=[O:31])[CH2:27]1)#[N:24]. The catalyst class is: 10. (4) Reactant: [O:1]=[C:2]1[C:11]2[C:6](=[CH:7][C:8]([C:12]3[CH:20]=[CH:19][C:15]([C:16](O)=[O:17])=[CH:14][CH:13]=3)=[CH:9][CH:10]=2)[CH2:5][CH2:4][N:3]1[CH2:21][CH2:22][N:23]1[CH2:27][CH2:26][CH2:25][CH2:24]1.F[B-](F)(F)F.N1(OC(N(C)C)=[N+](C)C)C2C=CC=CC=2N=N1.CN1CCOCC1.[NH:57]1[CH2:61][CH2:60][CH2:59][CH2:58]1.[Cl:62]CCCl. Product: [ClH:62].[N:57]1([C:16]([C:15]2[CH:19]=[CH:20][C:12]([C:8]3[CH:7]=[C:6]4[C:11](=[CH:10][CH:9]=3)[C:2](=[O:1])[N:3]([CH2:21][CH2:22][N:23]3[CH2:27][CH2:26][CH2:25][CH2:24]3)[CH2:4][CH2:5]4)=[CH:13][CH:14]=2)=[O:17])[CH2:61][CH2:60][CH2:59][CH2:58]1. The catalyst class is: 18. (5) Reactant: Br[C:2]1[C:11]2[C:6](=[CH:7][CH:8]=[CH:9][CH:10]=2)[C:5]([Br:12])=[N:4][N:3]=1.CN1CCCC1=O.C(=O)([O-])[O-].[K+].[K+].[C:26]([O:30][C:31](=[O:40])[N:32]([CH3:39])[CH:33]1[CH2:38][CH2:37][NH:36][CH2:35][CH2:34]1)([CH3:29])([CH3:28])[CH3:27]. Product: [Br:12][C:5]1[C:6]2[C:11](=[CH:10][CH:9]=[CH:8][CH:7]=2)[C:2]([N:36]2[CH2:35][CH2:34][CH:33]([N:32]([CH3:39])[C:31](=[O:40])[O:30][C:26]([CH3:27])([CH3:28])[CH3:29])[CH2:38][CH2:37]2)=[N:3][N:4]=1. The catalyst class is: 6.